Dataset: Forward reaction prediction with 1.9M reactions from USPTO patents (1976-2016). Task: Predict the product of the given reaction. Given the reactants [CH3:1][O:2][C:3]1[CH:8]=[CH:7][C:6]([C:9]2[O:10][C:11]3[C:17]([C:18]([O-:20])=O)=[CH:16][CH:15]=[CH:14][C:12]=3[N:13]=2)=[CH:5][CH:4]=1.C1C=CC2N(O)N=[N:27]C=2C=1.[NH4+].[Cl-].CCN(C(C)C)C(C)C.CCN=C=NCCCN(C)C.Cl, predict the reaction product. The product is: [CH3:1][O:2][C:3]1[CH:8]=[CH:7][C:6]([C:9]2[O:10][C:11]3[C:17]([C:18]([NH2:27])=[O:20])=[CH:16][CH:15]=[CH:14][C:12]=3[N:13]=2)=[CH:5][CH:4]=1.